From a dataset of Catalyst prediction with 721,799 reactions and 888 catalyst types from USPTO. Predict which catalyst facilitates the given reaction. (1) Reactant: [F:1][C:2]([F:17])([F:16])[C:3]([C:9]1[C:10](F)=[N:11][CH:12]=[CH:13][CH:14]=1)([OH:8])[CH2:4][N+:5]([O-])=O.C(N(CC)CC)C. Product: [F:1][C:2]([F:17])([F:16])[C:3]1([OH:8])[C:9]2[C:10](=[N:11][CH:12]=[CH:13][CH:14]=2)[NH:5][CH2:4]1. The catalyst class is: 171. (2) Reactant: Cl.[NH2:2][C:3]1[N:7]2[N:8]=[C:9]([C:13]([OH:15])=O)[CH:10]=[C:11]([CH3:12])[C:6]2=[N:5][N:4]=1.F[B-](F)(F)F.C(OC([C:26](=NOC(N(C)C)=[N+](C)C)[C:27]#[N:28])=O)C.C(NCC)C. Product: [CH2:27]([NH:28][C:13]([C:9]1[CH:10]=[C:11]([CH3:12])[C:6]2[N:7]([C:3]([NH2:2])=[N:4][N:5]=2)[N:8]=1)=[O:15])[CH3:26]. The catalyst class is: 3. (3) Reactant: [NH2:1][C:2](=[O:19])[CH2:3][NH:4][C:5]([C:7]1[CH:8]=[N:9][N:10]2[CH:15]=[C:14](B(O)O)[CH:13]=[N:12][C:11]=12)=[O:6].Br[CH2:21][C:22]1[CH:27]=[C:26]([Cl:28])[CH:25]=[CH:24][C:23]=1[Cl:29].C([O-])([O-])=O.[K+].[K+].CC(O)=O. Product: [NH2:1][C:2](=[O:19])[CH2:3][NH:4][C:5]([C:7]1[CH:8]=[N:9][N:10]2[CH:15]=[C:14]([CH2:21][C:22]3[CH:27]=[C:26]([Cl:28])[CH:25]=[CH:24][C:23]=3[Cl:29])[CH:13]=[N:12][C:11]=12)=[O:6]. The catalyst class is: 70. (4) Reactant: S1C=CN=[N:2]1.[BH4-].[Na+].CO[C:10]([C:12]1[CH:20]=[CH:19][C:15]2[N:16]=[N:17][S:18][C:14]=2[CH:13]=1)=O. The catalyst class is: 5. Product: [NH2:2][CH2:10][C:12]1[CH:20]=[CH:19][C:15]2[N:16]=[N:17][S:18][C:14]=2[CH:13]=1. (5) Reactant: [F:1][C:2]1[C:11]2[O:10][CH2:9][C@H:8]([CH2:12][OH:13])[O:7][C:6]=2[CH:5]=[C:4]([S:14]([CH3:17])(=[O:16])=[O:15])[CH:3]=1.[C:18]1([CH3:28])[CH:23]=[CH:22][C:21]([S:24](Cl)(=[O:26])=[O:25])=[CH:20][CH:19]=1. Product: [CH3:28][C:18]1[CH:23]=[CH:22][C:21]([S:24]([O:13][CH2:12][C@@H:8]2[O:7][C:6]3[CH:5]=[C:4]([S:14]([CH3:17])(=[O:16])=[O:15])[CH:3]=[C:2]([F:1])[C:11]=3[O:10][CH2:9]2)(=[O:26])=[O:25])=[CH:20][CH:19]=1. The catalyst class is: 79. (6) Reactant: C([O:3][C:4](=[O:34])[CH2:5][N:6]1[CH:10]=[C:9]([C:11]2[CH:12]=[N:13][C:14]([N:17]3[CH2:22][CH2:21][CH:20]([O:23][C:24]4[CH:29]=[CH:28][CH:27]=[CH:26][C:25]=4[C:30]([F:33])([F:32])[F:31])[CH2:19][CH2:18]3)=[N:15][CH:16]=2)[CH:8]=[N:7]1)C.[OH-].[Na+]. Product: [F:33][C:30]([F:31])([F:32])[C:25]1[CH:26]=[CH:27][CH:28]=[CH:29][C:24]=1[O:23][CH:20]1[CH2:21][CH2:22][N:17]([C:14]2[N:13]=[CH:12][C:11]([C:9]3[CH:8]=[N:7][N:6]([CH2:5][C:4]([OH:34])=[O:3])[CH:10]=3)=[CH:16][N:15]=2)[CH2:18][CH2:19]1. The catalyst class is: 5.